From a dataset of Reaction yield outcomes from USPTO patents with 853,638 reactions. Predict the reaction yield, written as a fraction of the theoretical maximum amount of product (1.0 means a 100% yield; for example, 0.34 means a 34% yield). The reactants are [NH2:1][C:2]1[C:3](=[O:15])[NH:4][C:5](=[S:14])[N:6]([CH2:9][CH2:10][CH2:11][CH2:12][CH3:13])[C:7]=1[NH2:8].[F:16][C:17]([F:28])([F:27])[C:18](O[C:18](=O)[C:17]([F:28])([F:27])[F:16])=O. No catalyst specified. The product is [CH2:9]([N:6]1[C:7]2[N:8]=[C:18]([C:17]([F:28])([F:27])[F:16])[NH:1][C:2]=2[C:3](=[O:15])[NH:4][C:5]1=[S:14])[CH2:10][CH2:11][CH2:12][CH3:13]. The yield is 0.559.